Dataset: Full USPTO retrosynthesis dataset with 1.9M reactions from patents (1976-2016). Task: Predict the reactants needed to synthesize the given product. (1) Given the product [Cl:8][C:6]1[C:5]([C:9]([F:12])([F:11])[F:10])=[CH:4][N:3]=[C:2]([NH:22][C:23]2[CH:24]=[CH:25][C:26]([CH2:27][N:28]3[CH2:33][CH2:32][N:31]([C:34]([O:36][C:37]([CH3:38])([CH3:40])[CH3:39])=[O:35])[CH2:30][CH2:29]3)=[CH:41][CH:42]=2)[N:7]=1, predict the reactants needed to synthesize it. The reactants are: Cl[C:2]1[N:7]=[C:6]([Cl:8])[C:5]([C:9]([F:12])([F:11])[F:10])=[CH:4][N:3]=1.ClC(Cl)C.C(OCC)C.[NH2:22][C:23]1[CH:42]=[CH:41][C:26]([CH2:27][N:28]2[CH2:33][CH2:32][N:31]([C:34]([O:36][C:37]([CH3:40])([CH3:39])[CH3:38])=[O:35])[CH2:30][CH2:29]2)=[CH:25][CH:24]=1.C(N(CC)CC)C. (2) Given the product [F:11][C:12]1[CH:17]=[CH:16][CH:15]=[CH:14][C:13]=1[C@H:18]1[CH2:23][CH2:22][CH2:21][C@@H:20]([CH:24]=[CH2:25])[N:19]1[C:29](=[O:30])[CH2:28][CH:26]=[CH2:27], predict the reactants needed to synthesize it. The reactants are: C(P(=O)(OCC)OCC)#N.[F:11][C:12]1[CH:17]=[CH:16][CH:15]=[CH:14][C:13]=1[C@H:18]1[CH2:23][CH2:22][CH2:21][C@@H:20]([CH:24]=[CH2:25])[NH:19]1.[CH:26]([CH2:28][C:29](O)=[O:30])=[CH2:27].Cl.